Dataset: Experimentally validated miRNA-target interactions with 360,000+ pairs, plus equal number of negative samples. Task: Binary Classification. Given a miRNA mature sequence and a target amino acid sequence, predict their likelihood of interaction. (1) The miRNA is hsa-miR-3132 with sequence UGGGUAGAGAAGGAGCUCAGAGGA. The protein sequence of the target gene is MAAAAYVDHFAAECLVSMSSRAVVHEPREGPEPRPEGAAAAAPTLPRVDERRDGKDSASLFVVARILADLNQQAPAPAPAERREGAAARKARTPCRLPPAPPAPPPGPEPASPGQAGAPAAPPSPAWSEPEAALEQEPGPAGSGEPGLRQRGRRGRSRADLESPQRKHKCHYAGCEKVYGKSSHLKAHLRTHTGERPFACSWQECNKKFARSDELARHYRTHTGEKKFSCPICEKRFMRSDHLTKHARRHANFHPGMLQRRGGGSRTGSLSDYSRSDASSPTISPASSP. Result: 0 (no interaction). (2) The miRNA is hsa-miR-371b-5p with sequence ACUCAAAAGAUGGCGGCACUUU. The protein sequence of the target gene is MAPIPKTVGRIKLDCSLRPSCPLEVAAAPKLCKEFGPEDYGEEDIVDFLRRLVESDPQGLHRIHVDGSSGRLQLWHHDYLLGHLDDEGKSTGQSDRGKGAEGLGTYCGLRKSFLYPPQESEPCPQSPSASATFPSVSDSLLQVAMPQKLLVTEEEANRLAEELVAEEERMKQKAEKKRLKKKRQKERKRQERLEQYCGEPKASTTSDGDESPPSSPGNPVQGQCGEEEDSLDLSSTFVSLALRKVGDWPLSARREKGLNQEPQGRGLALQKMGQEEESPPREERPQQSPKVQASPGLLAA.... Result: 1 (interaction). (3) The miRNA is mmu-miR-568 with sequence AUGUAUAAAUGUAUACACAC. The protein sequence of the target gene is MTTLAGAVPRMMRPGPGQNYPRSGFPLEVSTPLGQGRVNQLGGVFINGRPLPNHIRHKIVEMAHHGIRPCVISRQLRVSHGCVSKILCRYQETGSIRPGAIGGSKPKQVTTPDVEKKIEEYKRENPGMFSWEIRDKLLKDAVCDRNTVPSVSSISRILRSKFGKGEEEEADLERKEAEESEKKAKHSIDGILSERASAPQSDEGSDIDSEPDLPLKRKQRRSRTTFTAEQLEELERAFERTHYPDIYTREELAQRAKLTEARVQVWFSNRRARWRKQAGANQLMAFNHLIPGGFPPTAMP.... Result: 1 (interaction). (4) The miRNA is hsa-miR-192-5p with sequence CUGACCUAUGAAUUGACAGCC. The protein sequence of the target gene is MDLPALLPAPTARGGQHGGGPGPLRRAPAPLGASPARRRLLLVRGPEDGGPGARPGEASGPSPPPAEDDSDGDSFLVLLEVPHGGAAAEAAGSQEAEPGSRVNLASRPEQGPSGPAAPPGPGVAPAGAVTISSQDLLVRLDRGVLALSAPPGPATAGAAAPRRAPQASGPSTPGYRCPEPQCALAFAKKHQLKVHLLTHGGGQGRRPFKCPLEGCGWAFTTSYKLKRHLQSHDKLRPFGCPVGGCGKKFTTVYNLKAHMKGHEQESLFKCEVCAERFPTHAKLSSHQRSHFEPERPYKCD.... Result: 1 (interaction). (5) The miRNA is mmu-miR-378a-5p with sequence CUCCUGACUCCAGGUCCUGUGU. The protein sequence of the target gene is MELTEPLPSAAVQKEEQELLDRTFFSWAEFSRFFDKWCQQRLVVFSVKSSTRVARSPWANTPPLYRLIHVLKYSYVLLVCKDVRMPNKSTAWPPQPSCPAFITVKLSPLRDRLVVTECQLTHSHPACPREFAYHFRPGHLLANSCLPVRITNQISKQFVAPADVRRLLTHCKGPDHGVLDALQVLEGLFRTDPEAKVKLVFVEDQAMVETVFLLTSRTRALLRRFPRILLVDRLPGLQGTLDLMAVLCVDSAGRARQAACCVARPGTPSLLRFMLVSLLQSAPDVKGRVRCLTAGPEVAG.... Result: 0 (no interaction).